Dataset: Forward reaction prediction with 1.9M reactions from USPTO patents (1976-2016). Task: Predict the product of the given reaction. (1) Given the reactants I.[Br:2][C:3]1[CH:4]=[C:5]([Cl:16])[CH:6]=[C:7]2[C:12]=1[N:11]=[C:10](SC)[NH:9][CH:8]2[CH3:15].[O:17]([CH2:24][CH2:25][NH2:26])[C:18]1[CH:23]=[CH:22][CH:21]=[CH:20][CH:19]=1.[OH-].[Na+].C(Cl)Cl, predict the reaction product. The product is: [Br:2][C:3]1[CH:4]=[C:5]([Cl:16])[CH:6]=[C:7]2[C:12]=1[N:11]=[C:10]([NH:26][CH2:25][CH2:24][O:17][C:18]1[CH:23]=[CH:22][CH:21]=[CH:20][CH:19]=1)[NH:9][CH:8]2[CH3:15]. (2) Given the reactants [CH3:1][C@H:2]([C@H:17]([CH3:20])[CH2:18][CH3:19])[C:3](N1[C@@H](C2C=CC=CC=2)COC1=O)=[O:4].O[Li].O.OO.[OH:26]S([O-])=O.[Na+], predict the reaction product. The product is: [CH3:1][C@H:2]([C@H:17]([CH3:20])[CH2:18][CH3:19])[C:3]([OH:4])=[O:26]. (3) Given the reactants [NH2:1][C:2]1[C:3]([C:9]2[CH:18]=[CH:17][C:12]([C:13]([O:15][CH3:16])=[O:14])=[C:11]([F:19])[CH:10]=2)=[N:4][C:5](Br)=[CH:6][N:7]=1.C(=O)([O-])[O-].[Na+].[Na+].CC1(C)C(C)(C)OB([C:34]2[CH:35]=[N:36][N:37](C(OC(C)(C)C)=O)[CH:38]=2)O1, predict the reaction product. The product is: [NH2:1][C:2]1[C:3]([C:9]2[CH:18]=[CH:17][C:12]([C:13]([O:15][CH3:16])=[O:14])=[C:11]([F:19])[CH:10]=2)=[N:4][C:5]([C:34]2[CH:35]=[N:36][NH:37][CH:38]=2)=[CH:6][N:7]=1. (4) Given the reactants [CH3:1][NH2:2].[F:3][C:4]1[CH:14]=[C:13](F)[C:12]([N+:16]([O-:18])=[O:17])=[CH:11][C:5]=1[C:6]([O:8][CH2:9][CH3:10])=[O:7].O, predict the reaction product. The product is: [F:3][C:4]1[CH:14]=[C:13]([NH:2][CH3:1])[C:12]([N+:16]([O-:18])=[O:17])=[CH:11][C:5]=1[C:6]([O:8][CH2:9][CH3:10])=[O:7].